From a dataset of Full USPTO retrosynthesis dataset with 1.9M reactions from patents (1976-2016). Predict the reactants needed to synthesize the given product. (1) Given the product [NH2:13][C:2]1[N:11]=[C:10]([Cl:12])[CH:9]=[CH:8][C:3]=1[C:4]([O:6][CH3:7])=[O:5], predict the reactants needed to synthesize it. The reactants are: Cl[C:2]1[N:11]=[C:10]([Cl:12])[CH:9]=[CH:8][C:3]=1[C:4]([O:6][CH3:7])=[O:5].[NH3:13]. (2) Given the product [Cl:1][C:2]1[CH:3]=[CH:4][C:5]([N:19]2[CH:23]=[N:22][N:21]=[N:20]2)=[C:6]([C:8]2[CH:13]=[CH:12][N:11]([CH2:14][C:15]([O:17][CH2:25][C:26]([C:28]3[CH:29]=[CH:30][C:31]([NH2:34])=[CH:32][N:33]=3)=[O:27])=[O:16])[C:10](=[O:18])[CH:9]=2)[CH:7]=1, predict the reactants needed to synthesize it. The reactants are: [Cl:1][C:2]1[CH:3]=[CH:4][C:5]([N:19]2[CH:23]=[N:22][N:21]=[N:20]2)=[C:6]([C:8]2[CH:13]=[CH:12][N:11]([CH2:14][C:15]([OH:17])=[O:16])[C:10](=[O:18])[CH:9]=2)[CH:7]=1.Br[CH2:25][C:26]([C:28]1[N:33]=[CH:32][C:31]([NH:34]C(=O)OC(C)(C)C)=[CH:30][CH:29]=1)=[O:27]. (3) Given the product [N+:8]([C:5]1[CH:6]=[CH:7][C:2]([N:11]2[CH2:16][CH2:15][O:14][CH2:13][CH2:12]2)=[CH:3][CH:4]=1)([O-:10])=[O:9], predict the reactants needed to synthesize it. The reactants are: F[C:2]1[CH:7]=[CH:6][C:5]([N+:8]([O-:10])=[O:9])=[CH:4][CH:3]=1.[NH:11]1[CH2:16][CH2:15][O:14][CH2:13][CH2:12]1.C(=O)([O-])[O-].[Cs+].[Cs+].O. (4) Given the product [Br:12][C:5]1[CH:6]=[CH:7][CH:8]=[C:9]2[C:4]=1[N:3]=[C:2]([C:21]1[C:22]3[C:17](=[CH:16][CH:15]=[CH:14][CH:13]=3)[CH:18]=[CH:19][CH:20]=1)[CH:11]=[CH:10]2, predict the reactants needed to synthesize it. The reactants are: Br[C:2]1[CH:11]=[CH:10][C:9]2[C:4](=[C:5]([Br:12])[CH:6]=[CH:7][CH:8]=2)[N:3]=1.[C:13]1(B(O)O)[C:22]2[C:17](=[CH:18][CH:19]=[CH:20][CH:21]=2)[CH:16]=[CH:15][CH:14]=1.C([O-])([O-])=O.[K+].[K+].CC1C=CC=CC=1P(C1C=CC=CC=1C)C1C=CC=CC=1C. (5) Given the product [CH2:1]([C:5]1[N:6]=[C:7]([NH2:26])[C:8]2[NH:13][N:12]=[C:11]([CH2:14][CH2:15][CH2:16][CH2:17][CH2:18][CH2:19][N:20]3[CH2:24][CH2:23][C@H:22]([F:25])[CH2:21]3)[C:9]=2[N:10]=1)[CH2:2][CH2:3][CH3:4], predict the reactants needed to synthesize it. The reactants are: [CH2:1]([C:5]1[N:6]=[C:7]([NH:26]CC2C=CC(OC)=C(OC)C=2)[C:8]2[NH:13][N:12]=[C:11]([CH2:14][CH2:15][CH2:16][CH2:17][CH2:18][CH2:19][N:20]3[CH2:24][CH2:23][C@H:22]([F:25])[CH2:21]3)[C:9]=2[N:10]=1)[CH2:2][CH2:3][CH3:4].FC(F)(F)C(O)=O. (6) Given the product [CH3:1][O:2][C@H:3]1[C@@H:7]2[O:8][C:9]([CH3:12])([CH3:11])[O:10][C@@H:6]2[C@@H:5]([C:13](=[N:19][OH:20])[CH2:14][C:15](=[O:18])[CH2:16][CH3:17])[O:4]1, predict the reactants needed to synthesize it. The reactants are: [CH3:1][O:2][C@H:3]1[C@@H:7]2[O:8][C:9]([CH3:12])([CH3:11])[O:10][C@@H:6]2[C@@H:5]([C:13]#[C:14][C:15](=[O:18])[CH2:16][CH3:17])[O:4]1.[NH2:19][OH:20].